The task is: Predict the reactants needed to synthesize the given product.. This data is from Full USPTO retrosynthesis dataset with 1.9M reactions from patents (1976-2016). (1) The reactants are: [CH3:1][C:2]([N:6]1[CH2:11][CH2:10][NH:9][CH2:8][CH2:7]1)([CH3:5])[CH2:3][OH:4].CCN(CC)CC.[CH:19]([N:22]1[C:26]([C:27]2[N:36]=[C:35]3[N:29]([CH2:30][CH2:31][O:32][C:33]4[CH:40]=[CH:39][C:38]([S:41](Cl)(=[O:43])=[O:42])=[CH:37][C:34]=43)[CH:28]=2)=[N:25][CH:24]=[N:23]1)([CH3:21])[CH3:20]. Given the product [CH:19]([N:22]1[C:26]([C:27]2[N:36]=[C:35]3[C:34]4[CH:37]=[C:38]([S:41]([N:9]5[CH2:8][CH2:7][N:6]([C:2]([CH3:1])([CH3:5])[CH2:3][OH:4])[CH2:11][CH2:10]5)(=[O:43])=[O:42])[CH:39]=[CH:40][C:33]=4[O:32][CH2:31][CH2:30][N:29]3[CH:28]=2)=[N:25][CH:24]=[N:23]1)([CH3:21])[CH3:20], predict the reactants needed to synthesize it. (2) Given the product [NH2:1][C:2]1[N:3]=[C:4]([NH:17][CH:18]2[CH2:23][CH2:22][N:21]([C:24]([N:26]3[CH:30]=[CH:29][N:28]=[CH:27]3)=[O:25])[CH2:20][CH2:19]2)[S:5][C:6]=1[C:7](=[O:8])[C:9]1[C:14]([F:15])=[CH:13][CH:12]=[CH:11][C:10]=1[F:16], predict the reactants needed to synthesize it. The reactants are: [NH2:1][C:2]1[N:3]=[C:4]([NH:17][CH:18]2[CH2:23][CH2:22][NH:21][CH2:20][CH2:19]2)[S:5][C:6]=1[C:7]([C:9]1[C:14]([F:15])=[CH:13][CH:12]=[CH:11][C:10]=1[F:16])=[O:8].[C:24](N1C=CN=C1)([N:26]1[CH:30]=[CH:29][N:28]=[CH:27]1)=[O:25].